This data is from Full USPTO retrosynthesis dataset with 1.9M reactions from patents (1976-2016). The task is: Predict the reactants needed to synthesize the given product. (1) Given the product [Br:36][C:37]1[CH:42]=[CH:41][C:40]([C@@H:43]([NH:45][C:6]([C:4]2[CH:3]=[N:2][NH:1][CH:5]=2)=[O:8])[CH3:44])=[CH:39][CH:38]=1, predict the reactants needed to synthesize it. The reactants are: [NH:1]1[CH:5]=[C:4]([C:6]([OH:8])=O)[CH:3]=[N:2]1.CN(C=O)C.CN(C(ON1N=NC2C=CC=CC1=2)=[N+](C)C)C.[B-](F)(F)(F)F.[Br:36][C:37]1[CH:42]=[CH:41][C:40]([C@@H:43]([NH2:45])[CH3:44])=[CH:39][CH:38]=1. (2) Given the product [F:1][C:2]([F:26])([F:25])[CH2:3][NH:4][C:5]([C:7]1([CH2:20][CH2:21][CH2:22][CH2:23][N:41]2[CH2:42][CH2:43][N:38]([C:30]3[CH:29]=[C:28]([CH3:27])[C:37]4[C:32](=[CH:33][CH:34]=[CH:35][CH:36]=4)[N:31]=3)[CH2:39][CH2:40]2)[C:19]2[CH:18]=[CH:17][CH:16]=[CH:15][C:14]=2[C:13]2[C:8]1=[CH:9][CH:10]=[CH:11][CH:12]=2)=[O:6], predict the reactants needed to synthesize it. The reactants are: [F:1][C:2]([F:26])([F:25])[CH2:3][NH:4][C:5]([C:7]1([CH2:20][CH2:21][CH2:22][CH2:23]Br)[C:19]2[CH:18]=[CH:17][CH:16]=[CH:15][C:14]=2[C:13]2[C:8]1=[CH:9][CH:10]=[CH:11][CH:12]=2)=[O:6].[CH3:27][C:28]1[C:37]2[C:32](=[CH:33][CH:34]=[CH:35][CH:36]=2)[N:31]=[C:30]([N:38]2[CH2:43][CH2:42][NH:41][CH2:40][CH2:39]2)[CH:29]=1. (3) Given the product [N+:1]([C:4]1[CH:9]=[C:8]2[C:7](=[CH:6][CH:5]=1)[O:10][CH:13]([C:14]([OH:16])=[O:15])[CH2:12][C:11]2=[O:17])([O-:3])=[O:2], predict the reactants needed to synthesize it. The reactants are: [N+:1]([C:4]1[CH:9]=[CH:8][C:7]([OH:10])=[CH:6][CH:5]=1)([O-:3])=[O:2].[C:11](O)(=[O:17])/[CH:12]=[CH:13]\[C:14]([OH:16])=[O:15].